Dataset: Catalyst prediction with 721,799 reactions and 888 catalyst types from USPTO. Task: Predict which catalyst facilitates the given reaction. (1) Reactant: Cl[C:2]1[CH:7]=[C:6]([O:8][C:9]2[CH:14]=[CH:13][C:12]([NH:15][C:16]([NH:18][C:19]3[CH:24]=[CH:23][C:22]([CH2:25][N:26]4[CH2:31][CH2:30][CH2:29][CH2:28][CH2:27]4)=[C:21]([C:32]([F:35])([F:34])[F:33])[CH:20]=3)=[O:17])=[CH:11][CH:10]=2)[N:5]=[CH:4][N:3]=1.[N-:36]=[N+:37]=[N-:38].[Na+]. Product: [N:36]([C:2]1[CH:7]=[C:6]([O:8][C:9]2[CH:14]=[CH:13][C:12]([NH:15][C:16]([NH:18][C:19]3[CH:24]=[CH:23][C:22]([CH2:25][N:26]4[CH2:31][CH2:30][CH2:29][CH2:28][CH2:27]4)=[C:21]([C:32]([F:35])([F:34])[F:33])[CH:20]=3)=[O:17])=[CH:11][CH:10]=2)[N:5]=[CH:4][N:3]=1)=[N+:37]=[N-:38]. The catalyst class is: 3. (2) Reactant: [CH2:1]([N:8]1[CH:12]=[C:11]([C:13]([O:15]CC)=[O:14])[C:10]([O:18][CH2:19][C:20]2[CH:25]=[CH:24][C:23]([O:26][CH2:27][C:28]3[N:29]=[C:30]([C:34]4[O:35][CH:36]=[CH:37][CH:38]=4)[O:31][C:32]=3[CH3:33])=[C:22]([Cl:39])[CH:21]=2)=[N:9]1)[C:2]1[CH:7]=[CH:6][CH:5]=[CH:4][CH:3]=1.O1CCCC1.[OH-].[Na+].Cl. Product: [CH2:1]([N:8]1[CH:12]=[C:11]([C:13]([OH:15])=[O:14])[C:10]([O:18][CH2:19][C:20]2[CH:25]=[CH:24][C:23]([O:26][CH2:27][C:28]3[N:29]=[C:30]([C:34]4[O:35][CH:36]=[CH:37][CH:38]=4)[O:31][C:32]=3[CH3:33])=[C:22]([Cl:39])[CH:21]=2)=[N:9]1)[C:2]1[CH:7]=[CH:6][CH:5]=[CH:4][CH:3]=1. The catalyst class is: 97.